Dataset: Reaction yield outcomes from USPTO patents with 853,638 reactions. Task: Predict the reaction yield, written as a fraction of the theoretical maximum amount of product (1.0 means a 100% yield; for example, 0.34 means a 34% yield). (1) The reactants are [B-](F)(F)(F)F.CN(C(ON1C(=O)CCC1=O)=[N+](C)C)C.[OH:21][CH:22]([C:24]1[CH:25]=[C:26]([C:41]([OH:43])=O)[CH:27]=[C:28]2[C:33]=1[O:32][C:31]([N:34]1[CH2:39][CH2:38][O:37][CH2:36][CH2:35]1)=[CH:30][C:29]2=[O:40])[CH3:23].CCN(C(C)C)C(C)C.[CH3:53][N:54]([CH3:58])[CH2:55][CH2:56][NH2:57]. The catalyst is C(Cl)Cl. The product is [CH3:53][N:54]([CH3:58])[CH2:55][CH2:56][NH:57][C:41]([C:26]1[CH:27]=[C:28]2[C:33](=[C:24]([CH:22]([OH:21])[CH3:23])[CH:25]=1)[O:32][C:31]([N:34]1[CH2:39][CH2:38][O:37][CH2:36][CH2:35]1)=[CH:30][C:29]2=[O:40])=[O:43]. The yield is 0.596. (2) The reactants are N[C:2]1[CH:12]=[CH:11][C:10]2[CH:9]3[CH2:13][CH:5]([CH2:6][N:7]([C:14](=[O:19])[C:15]([F:18])([F:17])[F:16])[CH2:8]3)[C:4]=2[CH:3]=1.N([O-])=O.[Na+].[ClH:24]. The catalyst is O.Cl[Cu]. The product is [Cl:24][C:2]1[CH:12]=[CH:11][C:10]2[CH:9]3[CH2:13][CH:5]([CH2:6][N:7]([C:14](=[O:19])[C:15]([F:18])([F:17])[F:16])[CH2:8]3)[C:4]=2[CH:3]=1. The yield is 0.950. (3) The reactants are [CH3:1][C:2]1[NH:3][C:4](=[O:26])[C:5]([CH2:11][C:12]2[CH:17]=[CH:16][C:15]([C:18]3[C:19]([C:24]#[N:25])=[CH:20][CH:21]=[CH:22][CH:23]=3)=[CH:14][CH:13]=2)=[C:6]([CH2:8][CH2:9][CH3:10])[N:7]=1.[F:27][C:28]1[CH:33]=[CH:32][C:31](B(O)O)=[CH:30][CH:29]=1.N1C=CC=CC=1.C(N(CC)CC)C. The catalyst is C(OCC)(=O)C.C([O-])(=O)C.[Cu+2].C([O-])(=O)C.ClCCl. The product is [F:27][C:28]1[CH:33]=[CH:32][C:31]([N:3]2[C:4](=[O:26])[C:5]([CH2:11][C:12]3[CH:17]=[CH:16][C:15]([C:18]4[C:19]([C:24]#[N:25])=[CH:20][CH:21]=[CH:22][CH:23]=4)=[CH:14][CH:13]=3)=[C:6]([CH2:8][CH2:9][CH3:10])[N:7]=[C:2]2[CH3:1])=[CH:30][CH:29]=1. The yield is 0.370. (4) The reactants are [CH3:1][S:2]([C:5]1[CH:6]=[CH:7][C:8]([N:14]2[CH2:18][CH2:17][CH2:16][CH2:15]2)=[C:9]([CH:13]=1)[C:10]([OH:12])=[O:11])(=[O:4])=[O:3].N1CC[O:22]CC1. No catalyst specified. The product is [CH3:1][S:2]([C:5]1[CH:6]=[CH:7][C:8]([N:14]2[CH2:18][CH2:17][O:22][CH2:16][CH2:15]2)=[C:9]([CH:13]=1)[C:10]([OH:12])=[O:11])(=[O:4])=[O:3]. The yield is 0.800. (5) The reactants are [CH3:1][C:2]1[N:6]([C:7]2[CH:12]=[CH:11][CH:10]=[C:9]([C:13]([F:16])([F:15])[F:14])[CH:8]=2)[C:5](=[O:17])[NH:4][C:3]=1[C:18]1[N:19]([C:23]2[CH:30]=[CH:29][C:26]([C:27]#[N:28])=[CH:25][CH:24]=2)[CH:20]=[CH:21][N:22]=1.CCN(C(C)C)C(C)C.[CH:40]1([N:45]=[C:46]=[O:47])[CH2:44][CH2:43][CH2:42][CH2:41]1. The catalyst is C(Cl)Cl. The product is [CH:40]1([NH:45][C:46]([N:4]2[C:3]([C:18]3[N:19]([C:23]4[CH:24]=[CH:25][C:26]([C:27]#[N:28])=[CH:29][CH:30]=4)[CH:20]=[CH:21][N:22]=3)=[C:2]([CH3:1])[N:6]([C:7]3[CH:12]=[CH:11][CH:10]=[C:9]([C:13]([F:16])([F:15])[F:14])[CH:8]=3)[C:5]2=[O:17])=[O:47])[CH2:44][CH2:43][CH2:42][CH2:41]1. The yield is 0.730. (6) The reactants are Cl[C:2]1[CH:3]=[C:4]2[C:9](=[N:10][CH:11]=1)[NH:8][C:7](=[O:12])[C:6]1[CH:13]=[CH:14][CH:15]=[CH:16][C:5]2=1.COC1C=CC(C[NH2:24])=CC=1.C1(P(C2CCCCC2)[C:34]2[CH:39]=[CH:38][CH:37]=[CH:36][C:35]=2[C:40]2[C:45](C(C)C)=CC(C(C)C)=CC=2C(C)C)CCCCC1.[Na].[O-:62][CH2:63]CCC. The catalyst is O1CCOCC1.CO.C([O-])(=O)C.[Pd+2].C([O-])(=O)C. The product is [CH3:63][O:62][C:38]1[CH:37]=[CH:36][C:35]([CH2:40][CH2:45][NH:24][C:15]2[CH:14]=[CH:13][C:6]3[C:7](=[O:12])[NH:8][C:9]4[C:4]([C:5]=3[CH:16]=2)=[CH:3][CH:2]=[CH:11][N:10]=4)=[CH:34][CH:39]=1. The yield is 0.140. (7) The reactants are [Cl:1][C:2]1[CH:7]=[CH:6][C:5]([CH:8]2[C:12]3[N:13]([CH:22]([CH3:24])[CH3:23])[C:14]([C:16]4[CH2:17][CH2:18][O:19][CH2:20][CH:21]=4)=[N:15][C:11]=3[C:10](=[O:25])[NH:9]2)=[CH:4][CH:3]=1.Cl[C:27]1[CH:28]=[C:29]([CH3:37])[C:30]2[N:31]([C:33]([CH3:36])=[N:34][N:35]=2)[N:32]=1.CC1(C)C2C(=C(P(C3C=CC=CC=3)C3C=CC=CC=3)C=CC=2)OC2C(P(C3C=CC=CC=3)C3C=CC=CC=3)=CC=CC1=2.C([O-])([O-])=O.[Cs+].[Cs+]. The catalyst is O1CCOCC1.C1C=CC(/C=C/C(/C=C/C2C=CC=CC=2)=O)=CC=1.C1C=CC(/C=C/C(/C=C/C2C=CC=CC=2)=O)=CC=1.C1C=CC(/C=C/C(/C=C/C2C=CC=CC=2)=O)=CC=1.[Pd].[Pd]. The product is [Cl:1][C:2]1[CH:3]=[CH:4][C:5]([CH:8]2[C:12]3[N:13]([CH:22]([CH3:23])[CH3:24])[C:14]([C:16]4[CH2:17][CH2:18][O:19][CH2:20][CH:21]=4)=[N:15][C:11]=3[C:10](=[O:25])[N:9]2[C:27]2[CH:28]=[C:29]([CH3:37])[C:30]3[N:31]([C:33]([CH3:36])=[N:34][N:35]=3)[N:32]=2)=[CH:6][CH:7]=1. The yield is 0.580.